From a dataset of Full USPTO retrosynthesis dataset with 1.9M reactions from patents (1976-2016). Predict the reactants needed to synthesize the given product. (1) Given the product [NH:3]1[C:7]2[CH:8]=[CH:9][CH:10]=[CH:11][C:6]=2[N:5]=[C:4]1[C@H:12]([NH:22][C:23]([NH:25][CH2:26][CH2:27][CH:28]1[CH2:29][CH2:30][N:31]([C:38](=[O:39])[CH3:37])[CH2:32][CH2:33]1)=[O:24])[CH2:13][C:14]1[CH:15]=[CH:16][C:17]([O:20][CH3:21])=[CH:18][CH:19]=1, predict the reactants needed to synthesize it. The reactants are: N#N.[NH:3]1[C:7]2[CH:8]=[CH:9][CH:10]=[CH:11][C:6]=2[N:5]=[C:4]1[C@H:12]([NH:22][C:23]([NH:25][CH2:26][CH2:27][CH:28]1[CH2:33][CH2:32][NH:31][CH2:30][CH2:29]1)=[O:24])[CH2:13][C:14]1[CH:19]=[CH:18][C:17]([O:20][CH3:21])=[CH:16][CH:15]=1.C(N1CC[O:39][CH2:38][CH2:37]1)C.CN(C(ON1N=NC2C=CC=CC1=2)=[N+](C)C)C.[B-](F)(F)(F)F.C(O)(=O)C. (2) Given the product [F:1][C:2]1[CH:3]=[CH:4][C:5]([CH2:8][CH:9]([C:13]2[CH:18]=[CH:17][C:16]([S:19]([CH3:22])(=[O:20])=[O:21])=[CH:15][CH:14]=2)[C:10]([NH:31][C:29]2[O:30][C:26]3[CH:25]=[C:24]([F:23])[CH:33]=[CH:32][C:27]=3[N:28]=2)=[O:12])=[CH:6][CH:7]=1, predict the reactants needed to synthesize it. The reactants are: [F:1][C:2]1[CH:7]=[CH:6][C:5]([CH2:8][CH:9]([C:13]2[CH:18]=[CH:17][C:16]([S:19]([CH3:22])(=[O:21])=[O:20])=[CH:15][CH:14]=2)[C:10]([OH:12])=O)=[CH:4][CH:3]=1.[F:23][C:24]1[CH:33]=[CH:32][C:27]2[N:28]=[C:29]([NH2:31])[O:30][C:26]=2[CH:25]=1.CCN=C=NCCCN(C)C.Cl.